From a dataset of Full USPTO retrosynthesis dataset with 1.9M reactions from patents (1976-2016). Predict the reactants needed to synthesize the given product. The reactants are: C(OC(=O)[NH:7][C:8]1[CH:13]=[CH:12][CH:11]=[C:10]([CH2:14][F:15])[N:9]=1)(C)(C)C.[OH-].[Na+]. Given the product [F:15][CH2:14][C:10]1[N:9]=[C:8]([NH2:7])[CH:13]=[CH:12][CH:11]=1, predict the reactants needed to synthesize it.